From a dataset of CYP2C9 inhibition data for predicting drug metabolism from PubChem BioAssay. Regression/Classification. Given a drug SMILES string, predict its absorption, distribution, metabolism, or excretion properties. Task type varies by dataset: regression for continuous measurements (e.g., permeability, clearance, half-life) or binary classification for categorical outcomes (e.g., BBB penetration, CYP inhibition). Dataset: cyp2c9_veith. The drug is N#Cc1cccc(NC(=O)N2CCCC3(CCN(C(=O)c4ccncc4)CC3)C2)c1. The result is 0 (non-inhibitor).